The task is: Predict the product of the given reaction.. This data is from Forward reaction prediction with 1.9M reactions from USPTO patents (1976-2016). (1) Given the reactants [CH2:1]([CH:3]1[C:11]2[C:10]3[CH2:12][CH2:13][N:14](C(=O)C(F)(F)F)[CH2:15][CH2:16][C:9]=3[CH:8]=[CH:7][C:6]=2[O:5][CH2:4]1)[CH3:2].C([O-])([O-])=O.[K+].[K+], predict the reaction product. The product is: [CH2:1]([CH:3]1[C:11]2[C:10]3[CH2:12][CH2:13][NH:14][CH2:15][CH2:16][C:9]=3[CH:8]=[CH:7][C:6]=2[O:5][CH2:4]1)[CH3:2]. (2) Given the reactants [CH2:1]([O:3][C:4]1[N:8]([CH2:9][C:10]2[CH:15]=[CH:14][C:13]([C:16]3[CH:21]=[CH:20][CH:19]=[CH:18][C:17]=3[C:22]3[N:26](C(C4C=CC=CC=4)(C4C=CC=CC=4)C4C=CC=CC=4)[N:25]=[N:24][N:23]=3)=[CH:12][CH:11]=2)[C:7]2[C:46]([C:50]([O:52][C:53]([O:56][C:57]([O:59][CH2:60][CH2:61][CH:62]([CH3:74])[C@@H:63]([O:70][N+:71]([O-:73])=[O:72])[C@H:64]([O:66][N+:67]([O-:69])=[O:68])[CH3:65])=[O:58])([CH3:55])[CH3:54])=[O:51])=[CH:47][CH:48]=[CH:49][C:6]=2[N:5]=1)[CH3:2].CO, predict the reaction product. The product is: [CH2:1]([O:3][C:4]1[N:8]([CH2:9][C:10]2[CH:11]=[CH:12][C:13]([C:16]3[CH:21]=[CH:20][CH:19]=[CH:18][C:17]=3[C:22]3[NH:23][N:24]=[N:25][N:26]=3)=[CH:14][CH:15]=2)[C:7]2[C:46]([C:50]([O:52][C:53]([O:56][C:57]([O:59][CH2:60][CH2:61][CH:62]([CH3:74])[C@@H:63]([O:70][N+:71]([O-:73])=[O:72])[C@H:64]([O:66][N+:67]([O-:69])=[O:68])[CH3:65])=[O:58])([CH3:54])[CH3:55])=[O:51])=[CH:47][CH:48]=[CH:49][C:6]=2[N:5]=1)[CH3:2]. (3) Given the reactants CS(C)=O.C(Cl)(=O)C(Cl)=O.[C:11]([NH:30][C@@H:31]([CH2:34][CH3:35])[CH2:32][OH:33])([C:24]1[CH:29]=[CH:28][CH:27]=[CH:26][CH:25]=1)([C:18]1[CH:23]=[CH:22][CH:21]=[CH:20][CH:19]=1)[C:12]1[CH:17]=[CH:16][CH:15]=[CH:14][CH:13]=1.CCCCCC, predict the reaction product. The product is: [C:11]([NH:30][C@@H:31]([CH2:34][CH3:35])[CH:32]=[O:33])([C:18]1[CH:19]=[CH:20][CH:21]=[CH:22][CH:23]=1)([C:24]1[CH:29]=[CH:28][CH:27]=[CH:26][CH:25]=1)[C:12]1[CH:17]=[CH:16][CH:15]=[CH:14][CH:13]=1. (4) Given the reactants [CH3:1][C:2]([O-])(C)C.[K+].C([O:10][CH2:11][C@:12]12[CH2:28][CH2:27][C@:26]([OH:30])([CH3:29])[CH2:25][C@@H:24]1[CH2:23][CH2:22][C@@H:21]1[C@@H:13]2[CH2:14][CH2:15][C@@:16]2([CH3:32])[C@H:20]1[CH2:19][CH2:18][C:17]2=O)(=O)C, predict the reaction product. The product is: [CH:1](=[C:17]1[C@:16]2([CH3:32])[C@H:20]([C@H:21]3[C@H:13]([CH2:14][CH2:15]2)[C@:12]2([CH2:11][OH:10])[C@H:28]([CH2:27][C@:26]([CH3:29])([OH:30])[CH2:25][CH2:24]2)[CH2:23][CH2:22]3)[CH2:19][CH2:18]1)[CH3:2]. (5) Given the reactants F[C:2]1[C:7]([NH:8][S:9]([CH2:12][CH2:13][CH3:14])(=[O:11])=[O:10])=[CH:6][CH:5]=[C:4]([F:15])[C:3]=1[NH:16][C:17]([C:19]1[CH:20]=[CH:21][CH:22]=[C:23]2[C:28]=1[N:27]=[CH:26][N:25]=[C:24]2[NH2:29])=[O:18].[NH2:30][C:31]1C(C#N)=C(NS(CCC)(=O)=O)C=CC=1F.N.CO, predict the reaction product. The product is: [C:31]([C:2]1[C:7]([NH:8][S:9]([CH2:12][CH2:13][CH3:14])(=[O:11])=[O:10])=[CH:6][CH:5]=[C:4]([F:15])[C:3]=1[NH:16][C:17]([C:19]1[CH:20]=[CH:21][CH:22]=[C:23]2[C:28]=1[N:27]=[CH:26][N:25]=[C:24]2[NH2:29])=[O:18])#[N:30]. (6) Given the reactants [CH3:1][O:2][C:3]1[CH:4]=[C:5]2[C:10](=[CH:11][C:12]=1[O:13][CH3:14])[N:9]=[CH:8][CH:7]=[C:6]2[O:15][C:16]1[CH:21]=[CH:20][C:19]([NH:22][CH:23]([CH:28](C(OCC)=O)[C:29]([O:31]CC)=[O:30])[C:24]([F:27])([F:26])[F:25])=[CH:18][C:17]=1[F:39].[OH-].[Na+], predict the reaction product. The product is: [CH3:1][O:2][C:3]1[CH:4]=[C:5]2[C:10](=[CH:11][C:12]=1[O:13][CH3:14])[N:9]=[CH:8][CH:7]=[C:6]2[O:15][C:16]1[CH:21]=[CH:20][C:19]([NH:22][CH:23]([C:24]([F:27])([F:25])[F:26])[CH2:28][C:29]([OH:31])=[O:30])=[CH:18][C:17]=1[F:39]. (7) Given the reactants C(OC([N:8]1[CH2:12][CH2:11][C@H:10]([C:13]2[CH:18]=[CH:17][C:16]([F:19])=[CH:15][CH:14]=2)[CH2:9]1)=O)(C)(C)C.Cl, predict the reaction product. The product is: [F:19][C:16]1[CH:15]=[CH:14][C:13]([C@H:10]2[CH2:11][CH2:12][NH:8][CH2:9]2)=[CH:18][CH:17]=1. (8) Given the reactants [NH2:1][C:2]1[S:3][C:4]([Cl:18])=[C:5]([C:7]2[CH:12]=[CH:11][C:10]([NH:13][S:14]([CH3:17])(=[O:16])=[O:15])=[CH:9][CH:8]=2)[N:6]=1.C1N=CN([C:24]([N:26]2[CH:30]=N[CH:28]=[CH:27]2)=[O:25])C=1.CNCC[CH:35]([C:42]1[CH:47]=[CH:46][CH:45]=[CH:44][CH:43]=1)[C:36]1[CH:41]=[CH:40][CH:39]=[CH:38][CH:37]=1, predict the reaction product. The product is: [Cl:18][C:4]1[S:3][C:2]([NH:1][C:24](=[O:25])[N:26]([CH2:27][CH2:28][CH:35]([C:36]2[CH:41]=[CH:40][CH:39]=[CH:38][CH:37]=2)[C:42]2[CH:47]=[CH:46][CH:45]=[CH:44][CH:43]=2)[CH3:30])=[N:6][C:5]=1[C:7]1[CH:8]=[CH:9][C:10]([NH:13][S:14]([CH3:17])(=[O:15])=[O:16])=[CH:11][CH:12]=1.